Task: Predict the reaction yield, written as a fraction of the theoretical maximum amount of product (1.0 means a 100% yield; for example, 0.34 means a 34% yield).. Dataset: Reaction yield outcomes from USPTO patents with 853,638 reactions (1) The reactants are [Cl:1][C:2]1[CH:3]=[C:4]([CH:14]=[CH:15][CH:16]=1)[CH2:5][C:6]1[CH:7]=[C:8]([CH2:12][OH:13])[S:9][C:10]=1[CH3:11]. The catalyst is C(Cl)Cl.O=[Mn]=O. The product is [Cl:1][C:2]1[CH:3]=[C:4]([CH:14]=[CH:15][CH:16]=1)[CH2:5][C:6]1[CH:7]=[C:8]([CH:12]=[O:13])[S:9][C:10]=1[CH3:11]. The yield is 0.900. (2) The reactants are [Cl:1][C:2]1[CH:44]=[CH:43][C:5]([CH2:6][N:7]2[C:15]3[C:14](=[O:16])[N:13]([CH2:17][CH2:18][O:19]C4CCCCO4)[C:12](=[O:26])[N:11]([CH3:27])[C:10]=3[N:9]=[C:8]2[O:28][CH2:29][CH2:30][O:31][C:32]2[CH:37]=[CH:36][CH:35]=[C:34]([O:38][C:39]([F:42])([F:41])[F:40])[CH:33]=2)=[CH:4][CH:3]=1.C(=O)(O)[O-].[Na+]. The catalyst is CO.Cl. The product is [Cl:1][C:2]1[CH:3]=[CH:4][C:5]([CH2:6][N:7]2[C:15]3[C:14](=[O:16])[N:13]([CH2:17][CH2:18][OH:19])[C:12](=[O:26])[N:11]([CH3:27])[C:10]=3[N:9]=[C:8]2[O:28][CH2:29][CH2:30][O:31][C:32]2[CH:37]=[CH:36][CH:35]=[C:34]([O:38][C:39]([F:42])([F:40])[F:41])[CH:33]=2)=[CH:43][CH:44]=1. The yield is 0.256.